Task: Predict the reaction yield, written as a fraction of the theoretical maximum amount of product (1.0 means a 100% yield; for example, 0.34 means a 34% yield).. Dataset: Reaction yield outcomes from USPTO patents with 853,638 reactions (1) The reactants are [N+:1]([C:4]1[CH:5]=[N:6][NH:7][CH:8]=1)([O-:3])=[O:2].S(OC)(O[CH3:13])(=O)=O. The catalyst is [OH-].[Na+]. The product is [CH3:13][N:6]1[CH:5]=[C:4]([N+:1]([O-:3])=[O:2])[CH:8]=[N:7]1. The yield is 0.760. (2) The reactants are [NH2:1][C:2]1[CH:10]=[CH:9][C:8]([OH:11])=[CH:7][C:3]=1[C:4]([OH:6])=O.[NH2:12][C:13](N)=[O:14].O. The catalyst is CC(N(C)C)=O. The product is [OH:11][C:8]1[CH:7]=[C:3]2[C:2](=[CH:10][CH:9]=1)[NH:1][C:13](=[O:14])[NH:12][C:4]2=[O:6]. The yield is 0.217. (3) The reactants are [CH3:1][O:2][C:3](=[O:21])[C:4]1[CH:9]=[C:8]([C:10](=[O:12])[CH3:11])[CH:7]=[CH:6][C:5]=1[O:13][CH2:14][C:15]1[CH:20]=[CH:19][CH:18]=[CH:17][CH:16]=1.[Br:22]Br.C(OCC)C. The catalyst is C(Cl)(Cl)Cl.C1(C)C=CC=CC=1. The product is [CH3:1][O:2][C:3](=[O:21])[C:4]1[CH:9]=[C:8]([C:10](=[O:12])[CH2:11][Br:22])[CH:7]=[CH:6][C:5]=1[O:13][CH2:14][C:15]1[CH:16]=[CH:17][CH:18]=[CH:19][CH:20]=1. The yield is 0.550. (4) The reactants are [CH2:1]([C:3]1[CH:4]=[C:5](B(O)O)[CH:6]=[CH:7][CH:8]=1)[CH3:2].Br[C:13]1[CH:18]=[CH:17][CH:16]=[CH:15][C:14]=1[CH2:19][NH:20][S:21]([C:24]1[CH:29]=[CH:28][CH:27]=[CH:26][C:25]=1[O:30][CH3:31])(=[O:23])=[O:22].C([O-])([O-])=O.[Na+].[Na+]. The catalyst is C1C=CC(P(C2C=CC=CC=2)C2C=CC=CC=2)=CC=1.C1C=CC(P(C2C=CC=CC=2)C2C=CC=CC=2)=CC=1.Cl[Pd]Cl.C(#N)C. The product is [CH2:1]([C:3]1[CH:4]=[C:5]([C:13]2[CH:18]=[CH:17][CH:16]=[CH:15][C:14]=2[CH2:19][NH:20][S:21]([C:24]2[CH:29]=[CH:28][CH:27]=[CH:26][C:25]=2[O:30][CH3:31])(=[O:23])=[O:22])[CH:6]=[CH:7][CH:8]=1)[CH3:2]. The yield is 0.990. (5) The reactants are CN(C=O)C.[C:6](Cl)(=[O:10])[C:7](Cl)=O.[NH:12]1[C:20]2[C:15](=[CH:16][CH:17]=[CH:18][C:19]=2[C:21]#[N:22])C=[CH:13]1. The catalyst is ClCCl. The product is [CH:6]([C:7]1[C:15]2[C:20](=[C:19]([C:21]#[N:22])[CH:18]=[CH:17][CH:16]=2)[NH:12][CH:13]=1)=[O:10]. The yield is 0.700. (6) The reactants are [S:1]1[C:5]2[CH:6]=[CH:7][CH:8]=[CH:9][C:4]=2[N:3]=[C:2]1[O:10][C:11]1[CH:12]=[C:13]([CH:15]=[CH:16][CH:17]=1)[NH2:14].[NH2:18][C:19]1[NH:23][N:22]=[C:21]([C:24]([CH3:27])([CH3:26])[CH3:25])[CH:20]=1.[OH2:28].[C:29]1(C)C=CC=CC=1. No catalyst specified. The product is [C:24]([C:21]1[CH:20]=[C:19]([NH:18][C:29]([NH:14][C:13]2[CH:15]=[CH:16][CH:17]=[C:11]([O:10][C:2]3[S:1][C:5]4[CH:6]=[CH:7][CH:8]=[CH:9][C:4]=4[N:3]=3)[CH:12]=2)=[O:28])[NH:23][N:22]=1)([CH3:27])([CH3:26])[CH3:25]. The yield is 0.0400. (7) The reactants are [Cl:1][C:2]1[CH:22]=[C:21]([Cl:23])[CH:20]=[CH:19][C:3]=1[CH2:4][N:5]1[C:9]([CH2:10][CH2:11][C:12]([OH:14])=O)=[CH:8][C:7]([O:15][CH:16]([CH3:18])[CH3:17])=[N:6]1.[CH2:24]([S:30]([NH2:33])(=[O:32])=[O:31])[CH2:25][CH2:26][CH2:27][CH2:28][CH3:29].N12CCCN=C1CCCCC2. The catalyst is O1CCCC1. The product is [Cl:1][C:2]1[CH:22]=[C:21]([Cl:23])[CH:20]=[CH:19][C:3]=1[CH2:4][N:5]1[C:9]([CH2:10][CH2:11][C:12]([NH:33][S:30]([CH2:24][CH2:25][CH2:26][CH2:27][CH2:28][CH3:29])(=[O:32])=[O:31])=[O:14])=[CH:8][C:7]([O:15][CH:16]([CH3:18])[CH3:17])=[N:6]1. The yield is 0.480. (8) No catalyst specified. The reactants are [F:1][C:2]1[CH:10]=[CH:9][C:5]([C:6]([OH:8])=O)=[CH:4][N:3]=1.[F:11][C:12]1[CH:17]=[CH:16][C:15]([CH:18]([C:22]2[CH:27]=[CH:26][C:25]([F:28])=[CH:24][CH:23]=2)[CH2:19][CH2:20][NH2:21])=[CH:14][CH:13]=1. The yield is 0.650. The product is [F:11][C:12]1[CH:17]=[CH:16][C:15]([CH:18]([C:22]2[CH:23]=[CH:24][C:25]([F:28])=[CH:26][CH:27]=2)[CH2:19][CH2:20][NH:21][C:6](=[O:8])[C:5]2[CH:9]=[CH:10][C:2]([F:1])=[N:3][CH:4]=2)=[CH:14][CH:13]=1. (9) The reactants are C(#N)C.[N:4]1[NH:5][N:6]=[N:7][C:8]=1[CH2:9][C@H:10]1[CH2:15][CH2:14][C@H:13]([O:16][C:17](=[O:24])[C:18]2[CH:23]=[CH:22][CH:21]=[CH:20][CH:19]=2)[CH2:12][CH2:11]1.[CH3:25][O:26][C:27]1[CH:34]=[CH:33][C:30]([CH2:31]Cl)=[CH:29][CH:28]=1. The catalyst is C(N(CC)CC)C. The product is [CH3:25][O:26][C:27]1[CH:34]=[CH:33][C:30]([CH2:31][N:6]2[N:5]=[N:4][C:8]([CH2:9][C@H:10]3[CH2:15][CH2:14][C@H:13]([O:16][C:17](=[O:24])[C:18]4[CH:19]=[CH:20][CH:21]=[CH:22][CH:23]=4)[CH2:12][CH2:11]3)=[N:7]2)=[CH:29][CH:28]=1. The yield is 0.320. (10) The reactants are [N+:1]([C:4]1[CH:5]=[C:6]2[C:10](=[CH:11][CH:12]=1)[NH:9][C:8]([C:13]([O:15][CH2:16][CH3:17])=[O:14])=[CH:7]2)([O-:3])=[O:2].[C:18](=O)([O-])[O-].[K+].[K+].C1(C)C=CC(S(OC)(=O)=O)=CC=1.O. The catalyst is C(#N)C. The product is [CH3:18][N:9]1[C:10]2[C:6](=[CH:5][C:4]([N+:1]([O-:3])=[O:2])=[CH:12][CH:11]=2)[CH:7]=[C:8]1[C:13]([O:15][CH2:16][CH3:17])=[O:14]. The yield is 0.960.